Task: Predict the reactants needed to synthesize the given product.. Dataset: Full USPTO retrosynthesis dataset with 1.9M reactions from patents (1976-2016) (1) Given the product [Cl:24][C:25]1[N:30]=[C:29]([CH2:31][C:6]([C:5]2[CH:10]=[CH:11][C:2]([CH3:1])=[C:3]([O:12][CH3:13])[CH:4]=2)=[O:8])[CH:28]=[CH:27][N:26]=1, predict the reactants needed to synthesize it. The reactants are: [CH3:1][C:2]1[CH:11]=[CH:10][C:5]([C:6]([O:8]C)=O)=[CH:4][C:3]=1[O:12][CH3:13].[Li+].C[Si]([N-][Si](C)(C)C)(C)C.[Cl:24][C:25]1[N:30]=[C:29]([CH3:31])[CH:28]=[CH:27][N:26]=1. (2) Given the product [ClH:19].[Cl:20][C:21]1[CH:22]=[CH:23][C:24]([CH2:25][N:26]2[CH2:27][CH2:28][CH:29]([NH:32][S:16]([C:14]3[S:15][C:11]([C:5]4[CH:4]=[C:3]([CH2:1][CH3:2])[C:8](=[O:9])[NH:7][C:6]=4[CH3:10])=[CH:12][CH:13]=3)(=[O:18])=[O:17])[CH2:30][CH2:31]2)=[CH:33][CH:34]=1, predict the reactants needed to synthesize it. The reactants are: [CH2:1]([C:3]1[C:8](=[O:9])[NH:7][C:6]([CH3:10])=[C:5]([C:11]2[S:15][C:14]([S:16]([Cl:19])(=[O:18])=[O:17])=[CH:13][CH:12]=2)[CH:4]=1)[CH3:2].[Cl:20][C:21]1[CH:34]=[CH:33][C:24]([CH2:25][N:26]2[CH2:31][CH2:30][CH:29]([NH2:32])[CH2:28][CH2:27]2)=[CH:23][CH:22]=1. (3) The reactants are: [Br:1][C:2]1[C:3]([CH3:15])=[C:4]([NH:8]NC(=O)C(C)C)[CH:5]=[CH:6][CH:7]=1.[OH2:16].Cl.[OH-].[Na+]. Given the product [Br:1][C:2]1[C:3]([CH3:15])=[C:4]2[C:5]([C:3]([CH3:15])([CH3:4])[C:2](=[O:16])[NH:8]2)=[CH:6][CH:7]=1, predict the reactants needed to synthesize it. (4) Given the product [ClH:11].[F:1][C:2]1[CH:8]=[CH:7][C:6]([F:9])=[CH:5][C:3]=1[N:4]1[CH2:16][CH2:15][NH:14][CH2:13][CH2:12]1, predict the reactants needed to synthesize it. The reactants are: [F:1][C:2]1[CH:8]=[CH:7][C:6]([F:9])=[CH:5][C:3]=1[NH2:4].Cl.[Cl:11][CH2:12][CH2:13][NH:14][CH2:15][CH2:16]Cl.[OH-].[Na+].